Predict the product of the given reaction. From a dataset of Forward reaction prediction with 1.9M reactions from USPTO patents (1976-2016). Given the reactants [CH2:1]([N:8]([CH2:21][C:22]1[CH:39]=[CH:38][C:25]([O:26][C:27]2[CH:32]=[CH:31][C:30]([CH2:33][CH2:34][C:35](O)=[O:36])=[CH:29][CH:28]=2)=[CH:24][CH:23]=1)[C:9]1[CH:14]=[CH:13][CH:12]=[C:11]([NH:15][S:16]([CH3:19])(=[O:18])=[O:17])[C:10]=1[CH3:20])[C:2]1[CH:7]=[CH:6][CH:5]=[CH:4][CH:3]=1.Cl.C[O:42][C:43](=[O:46])[CH2:44][NH2:45].C(N(C(C)C)CC)(C)C.CCN=C=NCCCN(C)C.C1C=CC2N(O)N=NC=2C=1, predict the reaction product. The product is: [CH2:1]([N:8]([CH2:21][C:22]1[CH:23]=[CH:24][C:25]([O:26][C:27]2[CH:28]=[CH:29][C:30]([CH2:33][CH2:34][C:35]([NH:45][CH2:44][C:43]([OH:46])=[O:42])=[O:36])=[CH:31][CH:32]=2)=[CH:38][CH:39]=1)[C:9]1[CH:14]=[CH:13][CH:12]=[C:11]([NH:15][S:16]([CH3:19])(=[O:17])=[O:18])[C:10]=1[CH3:20])[C:2]1[CH:7]=[CH:6][CH:5]=[CH:4][CH:3]=1.